Predict the reaction yield, written as a fraction of the theoretical maximum amount of product (1.0 means a 100% yield; for example, 0.34 means a 34% yield). From a dataset of Reaction yield outcomes from USPTO patents with 853,638 reactions. (1) The reactants are [NH2:1][C:2]1[C:6]2[CH:7]=[C:8]3[CH2:15][CH2:14][CH2:13][CH2:12][CH2:11][C:9]3=[N:10][C:5]=2[S:4][C:3]=1[C:16]([NH:18][C:19]1[S:20][C:21]([C:24]2[CH:29]=[CH:28][CH:27]=[CH:26][CH:25]=2)=[N:22][N:23]=1)=[O:17].[CH2:30](I)[CH2:31][CH2:32][CH3:33].C(Cl)Cl. The catalyst is CN1C(=O)CCC1. The product is [CH2:30]([NH:1][C:2]1[C:6]2[CH:7]=[C:8]3[CH2:15][CH2:14][CH2:13][CH2:12][CH2:11][C:9]3=[N:10][C:5]=2[S:4][C:3]=1[C:16]([NH:18][C:19]1[S:20][C:21]([C:24]2[CH:25]=[CH:26][CH:27]=[CH:28][CH:29]=2)=[N:22][N:23]=1)=[O:17])[CH2:31][CH2:32][CH3:33]. The yield is 0.310. (2) The reactants are [CH3:1][C:2]1[S:3][C:4]([C:8]([OH:10])=[O:9])=[C:5]([CH3:7])[N:6]=1.[Li]CCCC.[CH3:16][N:17]1[C:21]([CH:22]=[O:23])=[C:20]([C:24]2[CH:29]=[CH:28][CH:27]=[CH:26][N:25]=2)[N:19]=[N:18]1. The catalyst is C1COCC1. The product is [OH:23][CH:22]([C:21]1[N:17]([CH3:16])[N:18]=[N:19][C:20]=1[C:24]1[CH:29]=[CH:28][CH:27]=[CH:26][N:25]=1)[CH2:1][C:2]1[S:3][C:4]([C:8]([OH:10])=[O:9])=[C:5]([CH3:7])[N:6]=1. The yield is 0.830. (3) The reactants are B(Br)(Br)Br.C[O:6][C:7]1[CH:8]=[C:9]([CH:37]=[CH:38][CH:39]=1)[O:10][C@H:11]1[CH2:15][CH2:14][N:13]([C:16]([CH3:36])([CH3:35])[CH2:17][CH2:18][C:19]([C:29]2[CH:34]=[CH:33][CH:32]=[CH:31][CH:30]=2)([C:23]2[CH:28]=[CH:27][CH:26]=[CH:25][CH:24]=2)[C:20]([NH2:22])=[O:21])[CH2:12]1. The catalyst is ClCCl. The product is [OH:6][C:7]1[CH:8]=[C:9]([CH:37]=[CH:38][CH:39]=1)[O:10][C@H:11]1[CH2:15][CH2:14][N:13]([C:16]([CH3:36])([CH3:35])[CH2:17][CH2:18][C:19]([C:29]2[CH:30]=[CH:31][CH:32]=[CH:33][CH:34]=2)([C:23]2[CH:24]=[CH:25][CH:26]=[CH:27][CH:28]=2)[C:20]([NH2:22])=[O:21])[CH2:12]1. The yield is 0.600. (4) The reactants are Cl[C:2]1[N:7]=[C:6]([CH3:8])[CH:5]=[CH:4][N:3]=1.[CH3:9][N:10](C=O)C. The catalyst is CCOC(C)=O.[C-]#N.[Zn+2].[C-]#N.C1C=CC([P]([Pd]([P](C2C=CC=CC=2)(C2C=CC=CC=2)C2C=CC=CC=2)([P](C2C=CC=CC=2)(C2C=CC=CC=2)C2C=CC=CC=2)[P](C2C=CC=CC=2)(C2C=CC=CC=2)C2C=CC=CC=2)(C2C=CC=CC=2)C2C=CC=CC=2)=CC=1. The product is [CH3:8][C:6]1[CH:5]=[CH:4][N:3]=[C:2]([C:9]#[N:10])[N:7]=1. The yield is 0.560.